From a dataset of Reaction yield outcomes from USPTO patents with 853,638 reactions. Predict the reaction yield, written as a fraction of the theoretical maximum amount of product (1.0 means a 100% yield; for example, 0.34 means a 34% yield). (1) The catalyst is CCO.[Pd]. The reactants are C(OC(=O)[NH:10][CH2:11][C@H:12]1[CH2:17][CH2:16][C@@H:15]([NH:18][C:19]2[N:24]=[C:23]([N:25]([CH3:27])[CH3:26])[CH:22]=[C:21]([CH3:28])[N:20]=2)[CH2:14][CH2:13]1)C1C=CC=CC=1. The yield is 0.760. The product is [CH3:27][N:25]([CH3:26])[C:23]1[CH:22]=[C:21]([CH3:28])[N:20]=[C:19]([NH:18][C@@H:15]2[CH2:16][CH2:17][C@H:12]([CH2:11][NH2:10])[CH2:13][CH2:14]2)[N:24]=1. (2) The reactants are [Li+].[Cl:2][C:3]1[CH:8]=[CH:7][N:6]=[C:5]2[CH:9]=[C:10]([C:12]([O-:14])=O)[S:11][C:4]=12.[NH:15]1[CH2:19][CH2:18][CH:17]([CH2:20][NH:21][C:22](=[O:28])[O:23][C:24]([CH3:27])([CH3:26])[CH3:25])[CH2:16]1.CCN(CC)CC. The catalyst is O=S(Cl)Cl. The product is [Cl:2][C:3]1[CH:8]=[CH:7][N:6]=[C:5]2[CH:9]=[C:10]([C:12]([N:15]3[CH2:19][CH2:18][CH:17]([CH2:20][NH:21][C:22](=[O:28])[O:23][C:24]([CH3:26])([CH3:25])[CH3:27])[CH2:16]3)=[O:14])[S:11][C:4]=12. The yield is 0.600. (3) The reactants are S(=O)(=O)(O)O.[N+:6]([O-:9])(O)=[O:7].[O:10]=[C:11]1[CH2:17][CH2:16][C:15]2[CH:18]=[CH:19][CH:20]=[CH:21][C:14]=2[CH2:13][CH2:12]1. The catalyst is [N+](C)([O-])=O. The product is [N+:6]([C:19]1[CH:20]=[CH:21][C:14]2[CH2:13][CH2:12][C:11](=[O:10])[CH2:17][CH2:16][C:15]=2[CH:18]=1)([O-:9])=[O:7]. The yield is 0.400. (4) The reactants are [F:1][C:2]1[CH:3]=[C:4]([NH:18][C:19](=[O:30])[CH2:20][C:21]([NH:23][C:24]2[CH:29]=[CH:28][CH:27]=[CH:26][CH:25]=2)=[O:22])[CH:5]=[CH:6][C:7]=1[O:8][C:9]1[CH:14]=[CH:13][N:12]=[C:11]2[CH:15]=[CH:16][S:17][C:10]=12.FC1C=C(N)C=CC=1OC1C=CN=C2C=C(C3N(C)C=CN=3)SC=12.NC1C=CC(OC2C=CN=C3C=C([C:70]([N:72]4[CH2:76][CH2:75][C@@H:74]([N:77]([CH3:79])[CH3:78])[CH2:73]4)=[O:71])SC=23)=C(F)C=1. No catalyst specified. The product is [CH3:78][N:77]([CH3:79])[C@@H:74]1[CH2:75][CH2:76][N:72]([C:70]([C:16]2[S:17][C:10]3[C:11](=[N:12][CH:13]=[CH:14][C:9]=3[O:8][C:7]3[CH:6]=[CH:5][C:4]([NH:18][C:19](=[O:30])[CH2:20][C:21]([NH:23][C:24]4[CH:25]=[CH:26][CH:27]=[CH:28][CH:29]=4)=[O:22])=[CH:3][C:2]=3[F:1])[CH:15]=2)=[O:71])[CH2:73]1. The yield is 0.380. (5) The reactants are [N+:1]([C:4]1[CH:17]=[CH:16][C:15]2[C:14]3[C:9](=[CH:10][CH:11]=[CH:12][CH:13]=3)[CH2:8][CH2:7][C:6]=2[CH:5]=1)([O-:3])=[O:2].ClC1C(=O)C(C#N)=C(C#N)C(=O)C=1Cl. The catalyst is O1CCOCC1. The product is [N+:1]([C:4]1[CH:17]=[CH:16][C:15]2[C:14]3[C:9](=[CH:10][CH:11]=[CH:12][CH:13]=3)[CH:8]=[CH:7][C:6]=2[CH:5]=1)([O-:3])=[O:2]. The yield is 0.600. (6) The reactants are Br[C:2]1[N:7]=[C:6]([CH:8]=[O:9])[CH:5]=[CH:4][C:3]=1[O:10][CH2:11][CH2:12][O:13][Si:14]([C:17]([CH3:20])([CH3:19])[CH3:18])([CH3:16])[CH3:15].[CH3:21][S:22]([C:24]1[CH:29]=[CH:28][C:27](B(O)O)=[CH:26][CH:25]=1)=[O:23].C([O-])([O-])=O.[Na+].[Na+]. The catalyst is C1(C)C=CC=CC=1.C(O)C.O.[Cl-].[Na+].O.C1C=CC([P]([Pd]([P](C2C=CC=CC=2)(C2C=CC=CC=2)C2C=CC=CC=2)([P](C2C=CC=CC=2)(C2C=CC=CC=2)C2C=CC=CC=2)[P](C2C=CC=CC=2)(C2C=CC=CC=2)C2C=CC=CC=2)(C2C=CC=CC=2)C2C=CC=CC=2)=CC=1. The product is [Si:14]([O:13][CH2:12][CH2:11][O:10][C:3]1[CH:4]=[CH:5][C:6]([CH:8]=[O:9])=[N:7][C:2]=1[C:27]1[CH:28]=[CH:29][C:24]([S:22]([CH3:21])=[O:23])=[CH:25][CH:26]=1)([C:17]([CH3:20])([CH3:19])[CH3:18])([CH3:16])[CH3:15]. The yield is 0.720. (7) The reactants are [Cl:1][C:2]1[N:7]=[N:6][C:5]([C:8]2[CH:19]=[CH:18][C:11]([O:12][CH2:13][C@@H:14]([CH3:17])[CH2:15][OH:16])=[CH:10][CH:9]=2)=[CH:4][CH:3]=1.[CH3:20][S:21](Cl)(=[O:23])=[O:22].CCOC(C)=O.O. The catalyst is N1C=CC=CC=1.C1COCC1. The product is [Cl:1][C:2]1[N:7]=[N:6][C:5]([C:8]2[CH:19]=[CH:18][C:11]([O:12][CH2:13][C@@H:14]([CH3:17])[CH2:15][O:16][S:21]([CH3:20])(=[O:23])=[O:22])=[CH:10][CH:9]=2)=[CH:4][CH:3]=1. The yield is 0.910.